The task is: Regression. Given two drug SMILES strings and cell line genomic features, predict the synergy score measuring deviation from expected non-interaction effect.. This data is from NCI-60 drug combinations with 297,098 pairs across 59 cell lines. Drug 1: CC(C1=C(C=CC(=C1Cl)F)Cl)OC2=C(N=CC(=C2)C3=CN(N=C3)C4CCNCC4)N. Drug 2: C1=NNC2=C1C(=O)NC=N2. Cell line: T-47D. Synergy scores: CSS=0.234, Synergy_ZIP=2.21, Synergy_Bliss=4.57, Synergy_Loewe=2.61, Synergy_HSA=2.75.